Dataset: Forward reaction prediction with 1.9M reactions from USPTO patents (1976-2016). Task: Predict the product of the given reaction. (1) Given the reactants C([N:8]1[C:16]([C:17]2[CH:22]=[CH:21][C:20]([CH3:23])=[CH:19][C:18]=2[CH3:24])=[C:15]2[C:10]([N:11]=[C:12]([N:27]([CH2:31][CH2:32][CH3:33])[CH2:28][CH2:29][CH3:30])[N:13]([CH3:26])[C:14]2=[O:25])=[N:9]1)C1C=CC=CC=1, predict the reaction product. The product is: [CH3:24][C:18]1[CH:19]=[C:20]([CH3:23])[CH:21]=[CH:22][C:17]=1[C:16]1[NH:8][N:9]=[C:10]2[C:15]=1[C:14](=[O:25])[N:13]([CH3:26])[C:12]([N:27]([CH2:31][CH2:32][CH3:33])[CH2:28][CH2:29][CH3:30])=[N:11]2. (2) Given the reactants [Cl:1][C:2]1[CH:27]=[C:26]([Cl:28])[CH:25]=[CH:24][C:3]=1[O:4][C:5]1[CH:10]=[CH:9][CH:8]=[CH:7][C:6]=1[NH:11][S:12]([C:15]1[CH:23]=[CH:22][C:18]([C:19](O)=[O:20])=[CH:17][CH:16]=1)(=[O:14])=[O:13].[CH3:29][N:30]([CH3:39])[CH2:31][CH2:32][N:33]1[CH2:38][CH2:37][NH:36][CH2:35][CH2:34]1, predict the reaction product. The product is: [Cl:1][C:2]1[CH:27]=[C:26]([Cl:28])[CH:25]=[CH:24][C:3]=1[O:4][C:5]1[CH:10]=[CH:9][CH:8]=[CH:7][C:6]=1[NH:11][S:12]([C:15]1[CH:23]=[CH:22][C:18]([C:19]([N:36]2[CH2:37][CH2:38][N:33]([CH2:32][CH2:31][N:30]([CH3:39])[CH3:29])[CH2:34][CH2:35]2)=[O:20])=[CH:17][CH:16]=1)(=[O:13])=[O:14]. (3) Given the reactants [N:1](OCCC(C)C)=[O:2].[C:9]1(=[O:19])[C:17]2[C:12](=[CH:13][CH:14]=[CH:15][CH:16]=2)[CH2:11][C:10]1=O.Cl.N([O-])=O, predict the reaction product. The product is: [C:9]1(=[O:19])[C:17]2[C:12](=[CH:13][CH:14]=[CH:15][CH:16]=2)[CH2:11][C:10]1=[N:1][OH:2]. (4) Given the reactants [C:1]1(C(O)=O)C2C(=CC=CC=2)C=CC=1.NC(C#N)C#N.[NH2:20][C:21]1[O:25][C:24]([C:26]2[C:35]3[C:30](=[CH:31][CH:32]=[CH:33][CH:34]=3)[CH:29]=[CH:28][CH:27]=2)=[N:23][C:22]=1[C:36]#[N:37], predict the reaction product. The product is: [CH3:1][NH:20][C:21]1[O:25][C:24]([C:26]2[C:35]3[C:30](=[CH:31][CH:32]=[CH:33][CH:34]=3)[CH:29]=[CH:28][CH:27]=2)=[N:23][C:22]=1[C:36]#[N:37]. (5) Given the reactants Br[C:2]1[CH:3]=[C:4]2[C:9](=[C:10]([CH3:12])[CH:11]=1)[N:8]=[C:7]([NH:13][CH3:14])[N:6]=[C:5]2[NH:15][CH2:16][C:17]1[CH:22]=[CH:21][C:20]([NH:23][C:24](=[O:32])[C:25]2[CH:30]=[CH:29][C:28]([Cl:31])=[CH:27][CH:26]=2)=[CH:19][CH:18]=1.C([Sn](CCCC)(CCCC)[C:38]1[O:39][CH:40]=[CH:41][CH:42]=1)CCC, predict the reaction product. The product is: [Cl:31][C:28]1[CH:29]=[CH:30][C:25]([C:24]([NH:23][C:20]2[CH:19]=[CH:18][C:17]([CH2:16][NH:15][C:5]3[C:4]4[C:9](=[C:10]([CH3:12])[CH:11]=[C:2]([C:38]5[O:39][CH:40]=[CH:41][CH:42]=5)[CH:3]=4)[N:8]=[C:7]([NH:13][CH3:14])[N:6]=3)=[CH:22][CH:21]=2)=[O:32])=[CH:26][CH:27]=1. (6) Given the reactants Cl[CH2:2][CH2:3][C:4]1[C:9](=[O:10])[N:8]2[CH2:11][CH2:12][CH2:13][CH:14]([OH:15])[C:7]2=[N:6][C:5]=1[CH3:16].Cl.[F:18][C:19]1[CH:33]=[CH:32][C:22]2[C:23]([CH:26]3[CH2:31][CH2:30][NH:29][CH2:28][CH2:27]3)=[N:24][O:25][C:21]=2[CH:20]=1.CO.CC(NC(C)C)C, predict the reaction product. The product is: [F:18][C:19]1[CH:33]=[CH:32][C:22]2[C:23]([CH:26]3[CH2:27][CH2:28][N:29]([CH2:2][CH2:3][C:4]4[C:9](=[O:10])[N:8]5[CH2:11][CH2:12][CH2:13][CH:14]([OH:15])[C:7]5=[N:6][C:5]=4[CH3:16])[CH2:30][CH2:31]3)=[N:24][O:25][C:21]=2[CH:20]=1.